Dataset: Reaction yield outcomes from USPTO patents with 853,638 reactions. Task: Predict the reaction yield, written as a fraction of the theoretical maximum amount of product (1.0 means a 100% yield; for example, 0.34 means a 34% yield). (1) The reactants are C(N(CC)CC)C.[CH:8]([C:10]1[C:18]2[C:13](=[CH:14][CH:15]=[CH:16][CH:17]=2)[N:12](C(OC(C)(C)C)=O)[CH:11]=1)=[O:9].[N:26]1[C:27]([CH:35]=[N:36][C:37]2[CH:42]=[CH:41][CH:40]=[C:39]([O:43][CH3:44])[CH:38]=2)=[CH:28][N:29]2[CH:34]=[CH:33][CH:32]=[CH:31][C:30]=12. The catalyst is [Cl-].C([N+]1C(C)=C(CCO)SC=1)C1C=CC=CC=1.C(O)C. The product is [N:26]1[C:27]([CH:35]([NH:36][C:37]2[CH:42]=[CH:41][CH:40]=[C:39]([O:43][CH3:44])[CH:38]=2)[C:8]([C:10]2[C:18]3[C:13](=[CH:14][CH:15]=[CH:16][CH:17]=3)[NH:12][CH:11]=2)=[O:9])=[CH:28][N:29]2[CH:34]=[CH:33][CH:32]=[CH:31][C:30]=12. The yield is 0.280. (2) The reactants are Cl[C:2]1[C:3]([C:12]([O:14][CH2:15][CH3:16])=[O:13])=[N:4][C:5]2[C:10]([N:11]=1)=[CH:9][CH:8]=[CH:7][CH:6]=2.[CH2:17]([N:19](CC)[CH2:20]C)C.CNC.O. The catalyst is CN(C)C=O. The product is [CH3:17][N:19]([CH3:20])[C:2]1[C:3]([C:12]([O:14][CH2:15][CH3:16])=[O:13])=[N:4][C:5]2[C:10]([N:11]=1)=[CH:9][CH:8]=[CH:7][CH:6]=2. The yield is 0.990.